From a dataset of Full USPTO retrosynthesis dataset with 1.9M reactions from patents (1976-2016). Predict the reactants needed to synthesize the given product. (1) Given the product [Cl:11][C:12]1[CH:13]=[CH:14][C:15]([CH2:16][CH2:17][O:18][C:19]2[C:24](=[O:25])[NH:23][CH:22]=[CH:21][N:20]=2)=[CH:27][CH:28]=1, predict the reactants needed to synthesize it. The reactants are: S1C2C=CC=CC=2N=C1S.[Cl:11][C:12]1[CH:28]=[CH:27][C:15]([CH2:16][CH2:17][O:18][C:19]2[C:24]([O:25]C)=[N:23][CH:22]=[CH:21][N:20]=2)=[CH:14][CH:13]=1. (2) The reactants are: [CH3:1][O:2][C:3]1[CH:8]=[C:7]([N+:9]([O-])=O)[CH:6]=[CH:5][C:4]=1[NH:12][C:13]([CH:15]1[NH:19][CH:18]([CH2:20][C:21]([CH3:24])([CH3:23])[CH3:22])[C:17]2([C:32]3[C:27](=[CH:28][C:29]([Cl:33])=[CH:30][CH:31]=3)[NH:26][C:25]2=[O:34])[CH:16]1[C:35]1[CH:40]=[CH:39][CH:38]=[C:37]([Cl:41])[C:36]=1[F:42])=[O:14].[NH4+].[Cl-]. Given the product [NH2:9][C:7]1[CH:6]=[CH:5][C:4]([NH:12][C:13]([CH:15]2[NH:19][CH:18]([CH2:20][C:21]([CH3:24])([CH3:23])[CH3:22])[C:17]3([C:32]4[C:27](=[CH:28][C:29]([Cl:33])=[CH:30][CH:31]=4)[NH:26][C:25]3=[O:34])[CH:16]2[C:35]2[CH:40]=[CH:39][CH:38]=[C:37]([Cl:41])[C:36]=2[F:42])=[O:14])=[C:3]([O:2][CH3:1])[CH:8]=1, predict the reactants needed to synthesize it. (3) The reactants are: [CH2:1]([O:3][C:4](=[O:15])[C:5]1[CH:10]=[C:9]([F:11])[C:8](F)=[C:7]([Cl:13])[C:6]=1[F:14])[CH3:2].C(N(CC)CC)C.[C:23]([O:27][C:28](=[O:35])[NH:29][C@H:30]1[CH2:34][CH2:33][NH:32][CH2:31]1)([CH3:26])([CH3:25])[CH3:24]. Given the product [CH2:1]([O:3][C:4](=[O:15])[C:5]1[CH:10]=[C:9]([F:11])[C:8]([N:32]2[CH2:33][CH2:34][C@H:30]([NH:29][C:28]([O:27][C:23]([CH3:26])([CH3:25])[CH3:24])=[O:35])[CH2:31]2)=[C:7]([Cl:13])[C:6]=1[F:14])[CH3:2], predict the reactants needed to synthesize it. (4) The reactants are: [N:1]([C:4]1[CH:9]=[C:8]([F:10])[CH:7]=[CH:6][C:5]=1[Br:11])=[N+:2]=[N-:3].[CH3:12][Si:13]([C:16]#[CH:17])([CH3:15])[CH3:14]. Given the product [Br:11][C:5]1[CH:6]=[CH:7][C:8]([F:10])=[CH:9][C:4]=1[N:1]1[CH:17]=[C:16]([Si:13]([CH3:15])([CH3:14])[CH3:12])[N:3]=[N:2]1, predict the reactants needed to synthesize it. (5) Given the product [C:43]([O:42][C@@H:37]([C:12]1[C:13]([CH3:36])=[N:14][C:15]2=[CH:19][C:18]3=[N:17][N:16]2[C:11]=1[N:8]1[CH2:9][CH2:10][C:5]([CH3:47])([O:4][CH2:48][CH:49]=[CH:50][CH2:51][CH2:52][C:53]2[CH:30]=[CH:29][CH:28]=[CH:27][C:26]=2[C:22]2[CH:21]=[C:20]3[CH:25]=[CH:24][CH:23]=2)[CH2:6][CH2:7]1)[C:38]([O:40][CH3:41])=[O:39])([CH3:46])([CH3:44])[CH3:45], predict the reactants needed to synthesize it. The reactants are: C([O:4][C:5]1([CH3:47])[CH2:10][CH2:9][N:8]([C:11]2[N:16]3[N:17]=[C:18]([C:20]4[CH:21]=[C:22]([C:26]5C=[CH:30][CH:29]=[CH:28][C:27]=5CCC=C)[CH:23]=[CH:24][CH:25]=4)[CH:19]=[C:15]3[N:14]=[C:13]([CH3:36])[C:12]=2[C@H:37]([O:42][C:43]([CH3:46])([CH3:45])[CH3:44])[C:38]([O:40][CH3:41])=[O:39])[CH2:7][CH2:6]1)C=C.[CH3:48][CH2:49][CH2:50][CH2:51][CH2:52][CH3:53].CCOC(C)=O. (6) Given the product [OH:1][C@@:2]1([C:9]#[C:10][C:11]2[CH:12]=[C:13]([C:17]3[N:22]=[C:21]([C:23]([NH2:35])=[O:25])[CH:20]=[C:19]([C:28]4[CH:29]=[N:30][C:31]([CH3:34])=[CH:32][CH:33]=4)[N:18]=3)[CH:14]=[CH:15][CH:16]=2)[CH2:6][CH2:5][N:4]([CH3:7])[C:3]1=[O:8], predict the reactants needed to synthesize it. The reactants are: [OH:1][C@@:2]1([C:9]#[C:10][C:11]2[CH:12]=[C:13]([C:17]3[N:22]=[C:21]([C:23]([O:25]CC)=O)[CH:20]=[C:19]([C:28]4[CH:29]=[N:30][C:31]([CH3:34])=[CH:32][CH:33]=4)[N:18]=3)[CH:14]=[CH:15][CH:16]=2)[CH2:6][CH2:5][N:4]([CH3:7])[C:3]1=[O:8].[NH3:35].